Dataset: Forward reaction prediction with 1.9M reactions from USPTO patents (1976-2016). Task: Predict the product of the given reaction. (1) Given the reactants CN1[CH2:24][CH2:23][C:5]2[N:6]([CH2:14][CH2:15][C:16]3[CH:17]=[N:18][C:19]([CH3:22])=[CH:20][CH:21]=3)[C:7]3[CH:8]=[CH:9][C:10]([CH3:13])=[CH:11][C:12]=3[C:4]=2[CH2:3]1.[S:25]1CCC(=O)CC1, predict the reaction product. The product is: [CH3:13][C:10]1[CH:9]=[CH:8][C:7]2[N:6]([CH2:14][CH2:15][C:16]3[CH:17]=[N:18][C:19]([CH3:22])=[CH:20][CH:21]=3)[C:5]3[CH2:23][CH2:24][S:25][CH2:3][C:4]=3[C:12]=2[CH:11]=1. (2) Given the reactants [Cl:1][C:2]1[CH:7]=[C:6]([OH:8])[CH:5]=[CH:4][C:3]=1[CH:9]([CH3:25])[C:10]([C:16]1[CH:17]=[C:18]([CH3:24])[C:19](=[O:23])[N:20]([CH3:22])[CH:21]=1)([OH:15])[C:11]([F:14])([F:13])[F:12].[Cl:26][C:27]1[CH:28]=[C:29](B(O)O)[CH:30]=[CH:31][C:32]=1[C:33]([O:35][CH3:36])=[O:34], predict the reaction product. The product is: [CH3:36][O:35][C:33](=[O:34])[C:32]1[CH:31]=[CH:30][C:29]([O:8][C:6]2[CH:5]=[CH:4][C:3]([CH:9]([CH3:25])[C:10]([C:16]3[CH:17]=[C:18]([CH3:24])[C:19](=[O:23])[N:20]([CH3:22])[CH:21]=3)([OH:15])[C:11]([F:13])([F:14])[F:12])=[C:2]([Cl:1])[CH:7]=2)=[CH:28][C:27]=1[Cl:26]. (3) The product is: [CH3:1][N:2]1[C:3]2[CH:4]=[C:5]([C:10]3[S:14][C:13]([N:15]([C:37]([O:39][C:40]([CH3:43])([CH3:42])[CH3:41])=[O:38])[CH2:16][C@@H:17]([NH:29][C:30](=[O:36])[O:31][C:32]([CH3:35])([CH3:34])[CH3:33])[CH2:18][C:19]4[CH:20]=[CH:21][C:22]([C:25]([F:26])([F:27])[F:28])=[CH:23][CH:24]=4)=[N:12][N:11]=3)[CH:6]=[CH:7][C:8]=2[NH:9][C:44]1=[O:45]. Given the reactants [CH3:1][NH:2][C:3]1[CH:4]=[C:5]([C:10]2[S:14][C:13]([N:15]([C:37]([O:39][C:40]([CH3:43])([CH3:42])[CH3:41])=[O:38])[CH2:16][C@@H:17]([NH:29][C:30](=[O:36])[O:31][C:32]([CH3:35])([CH3:34])[CH3:33])[CH2:18][C:19]3[CH:24]=[CH:23][C:22]([C:25]([F:28])([F:27])[F:26])=[CH:21][CH:20]=3)=[N:12][N:11]=2)[CH:6]=[CH:7][C:8]=1[NH2:9].[C:44](N1C=CN=C1)(N1C=CN=C1)=[O:45], predict the reaction product. (4) The product is: [O:19]1[CH2:20][CH2:21][CH2:22][CH:18]1[C:15]1[S:14][C:13]([N:12]([CH2:23][O:24][CH2:25][CH2:26][Si:27]([CH3:30])([CH3:29])[CH3:28])[C:8]2[N:9]=[C:10]3[C:5](=[CH:6][CH:7]=2)[N:4]=[CH:3][C:2]([C:85]2[CH:86]=[N:87][N:88]([CH:90]4[CH2:91][CH2:92][N:93]([C:96]([O:98][C:99]([CH3:102])([CH3:101])[CH3:100])=[O:97])[CH2:94][CH2:95]4)[CH:89]=2)=[CH:11]3)=[N:17][N:16]=1. Given the reactants Br[C:2]1[CH:11]=[C:10]2[C:5]([CH:6]=[CH:7][C:8]([N:12]([CH2:23][O:24][CH2:25][CH2:26][Si:27]([CH3:30])([CH3:29])[CH3:28])[C:13]3[S:14][C:15]([CH:18]4[CH2:22][CH2:21][CH2:20][O:19]4)=[N:16][N:17]=3)=[N:9]2)=[N:4][CH:3]=1.BrC1C=C2C(C=CC(/N=C3\SC(C4CCCO4)=NN\3COCC[Si](C)(C)C)=N2)=NC=1.B1(B2OC(C)(C)C(C)(C)O2)OC(C)(C)C(C)(C)O1.C([O-])(=O)C.[K+].I[C:85]1[CH:86]=[N:87][N:88]([CH:90]2[CH2:95][CH2:94][N:93]([C:96]([O:98][C:99]([CH3:102])([CH3:101])[CH3:100])=[O:97])[CH2:92][CH2:91]2)[CH:89]=1.C(=O)([O-])[O-].[Na+].[Na+], predict the reaction product. (5) Given the reactants [OH:1][CH2:2][C:3]1([C:13]([O:15][CH2:16][C:17]2[CH:22]=[CH:21][CH:20]=[CH:19][CH:18]=2)=[O:14])[CH2:12][CH2:11][C:6]2([O:10][CH2:9][CH2:8][O:7]2)[CH2:5][CH2:4]1.N1C=CC=CC=1.[O:29](S(C(F)(F)F)(=O)=O)[S:30]([C:33]([F:36])([F:35])[F:34])(=O)=[O:31], predict the reaction product. The product is: [F:34][C:33]([F:36])([F:35])[S:30]([O:1][CH2:2][C:3]1([C:13]([O:15][CH2:16][C:17]2[CH:18]=[CH:19][CH:20]=[CH:21][CH:22]=2)=[O:14])[CH2:12][CH2:11][C:6]2([O:10][CH2:9][CH2:8][O:7]2)[CH2:5][CH2:4]1)(=[O:31])=[O:29]. (6) Given the reactants [CH3:1][O:2][C:3]([C:5]1([CH2:20][CH:21]=[CH2:22])[CH2:8][CH2:7][N:6]1[C:9]([C:11]1[C:12]2[CH:19]=[CH:18][CH:17]=[CH:16][C:13]=2[S:14][CH:15]=1)=[O:10])=[O:4], predict the reaction product. The product is: [CH3:1][O:2][C:3]([C:5]1([CH2:20][CH2:21][CH3:22])[CH2:8][CH2:7][N:6]1[C:9]([C:11]1[C:12]2[CH:19]=[CH:18][CH:17]=[CH:16][C:13]=2[S:14][CH:15]=1)=[O:10])=[O:4].